Dataset: Full USPTO retrosynthesis dataset with 1.9M reactions from patents (1976-2016). Task: Predict the reactants needed to synthesize the given product. (1) Given the product [Cl:1][C:2]1[CH:3]=[N:4][C:5]2[C:10]([C:11]=1[CH:12]([O:17][Si:18]([CH2:19][CH3:20])([CH2:23][CH3:24])[CH2:21][CH3:22])[CH2:13][NH2:14])=[CH:9][CH:8]=[CH:7][CH:6]=2, predict the reactants needed to synthesize it. The reactants are: [Cl:1][C:2]1[CH:3]=[N:4][C:5]2[C:10]([C:11]=1[CH:12]([O:17][Si:18]([CH2:23][CH3:24])([CH2:21][CH3:22])[CH2:19][CH3:20])[CH2:13][N+:14]([O-])=O)=[CH:9][CH:8]=[CH:7][CH:6]=2.[Cl-].[NH4+]. (2) Given the product [CH:7]1([O:12][C:13]2[CH:14]=[C:15]([CH:18]=[CH:19][C:20]=2[O:21][CH3:22])[C:16]([OH:2])=[O:17])[CH2:8][CH2:9][CH2:10][CH2:11]1, predict the reactants needed to synthesize it. The reactants are: [Mn]([O-])(=O)(=O)=[O:2].[K+].[CH:7]1([O:12][C:13]2[CH:14]=[C:15]([CH:18]=[CH:19][C:20]=2[O:21][CH3:22])[CH:16]=[O:17])[CH2:11][CH2:10][CH2:9][CH2:8]1.Cl. (3) Given the product [Br:1][C:2]1[CH:3]=[C:4]2[C:8](=[CH:9][CH:10]=1)[C:7]([C:13]([F:15])([F:14])[F:12])([OH:11])[CH2:6][CH2:5]2, predict the reactants needed to synthesize it. The reactants are: [Br:1][C:2]1[CH:3]=[C:4]2[C:8](=[CH:9][CH:10]=1)[C:7](=[O:11])[CH2:6][CH2:5]2.[F:12][C:13]([Si](C)(C)C)([F:15])[F:14].[F-].C([N+](CCCC)(CCCC)CCCC)CCC. (4) Given the product [CH3:1][C:3]1[O:7][CH:6]=[C:5]([C:8]2[C:18]3[O:17][CH2:16][CH2:15][N:14]([C:19]([O:21][C:22]([CH3:25])([CH3:24])[CH3:23])=[O:20])[CH2:13][C:12]=3[CH:11]=[CH:10][CH:9]=2)[CH:4]=1, predict the reactants needed to synthesize it. The reactants are: [CH:1]([C:3]1[O:7][CH:6]=[C:5]([C:8]2[C:18]3[O:17][CH2:16][CH2:15][N:14]([C:19]([O:21][C:22]([CH3:25])([CH3:24])[CH3:23])=[O:20])[CH2:13][C:12]=3[CH:11]=[CH:10][CH:9]=2)[CH:4]=1)=O.O.NN.C(O)CO.[OH-].[K+]. (5) Given the product [CH3:1][O:2][C:3](=[O:55])[C@@H:4]([NH:20][C:21]([C@@H:23]1[CH2:36][C:35]2[CH:34]=[C:33]3[C:28]([O:29][C@@H:30]([C:39]4[CH:40]=[CH:41][C:42]([O:45][CH2:60][C:59]5[CH:62]=[CH:63][C:64]([Cl:65])=[C:57]([Cl:56])[CH:58]=5)=[CH:43][CH:44]=4)[C:31](=[O:38])[N:32]3[CH3:37])=[CH:27][C:26]=2[CH2:25][N:24]1[C@@H:46]([C:49]1[CH:50]=[CH:51][CH:52]=[CH:53][CH:54]=1)[CH2:47][CH3:48])=[O:22])[CH2:5][C:6]1[CH:11]=[CH:10][C:9]([C:12]2[CH:13]=[CH:14][C:15]([C:18]#[N:19])=[CH:16][CH:17]=2)=[CH:8][CH:7]=1, predict the reactants needed to synthesize it. The reactants are: [CH3:1][O:2][C:3](=[O:55])[C@@H:4]([NH:20][C:21]([C@@H:23]1[CH2:36][C:35]2[CH:34]=[C:33]3[C:28]([O:29][C@@H:30]([C:39]4[CH:44]=[CH:43][C:42]([OH:45])=[CH:41][CH:40]=4)[C:31](=[O:38])[N:32]3[CH3:37])=[CH:27][C:26]=2[CH2:25][N:24]1[C@@H:46]([C:49]1[CH:54]=[CH:53][CH:52]=[CH:51][CH:50]=1)[CH2:47][CH3:48])=[O:22])[CH2:5][C:6]1[CH:11]=[CH:10][C:9]([C:12]2[CH:17]=[CH:16][C:15]([C:18]#[N:19])=[CH:14][CH:13]=2)=[CH:8][CH:7]=1.[Cl:56][C:57]1[CH:58]=[C:59]([CH:62]=[CH:63][C:64]=1[Cl:65])[CH2:60]Br.C(=O)([O-])[O-].[K+].[K+].C(=O)(O)[O-].[Na+]. (6) Given the product [NH2:103][CH2:102][C:93]1[CH:92]=[C:91]([NH:90][C:89]([O:88][CH2:87][CH2:86][C:83]2[CH:84]=[CH:85][C:80]([CH:76]([NH:75][C:71]3[CH:70]=[C:69]4[C:74](=[CH:73][CH:72]=3)[C:65]([N:64]([C:106]([O:108][C:109]([CH3:112])([CH3:111])[CH3:110])=[O:107])[C:62]([O:61][C:57]([CH3:60])([CH3:58])[CH3:59])=[O:63])=[N:66][CH:67]=[CH:68]4)[C:77]([OH:79])=[O:78])=[CH:81][C:82]=2[CH3:105])=[O:104])[CH:96]=[CH:95][C:94]=1[S:97]([CH2:100][CH3:101])(=[O:99])=[O:98], predict the reactants needed to synthesize it. The reactants are: NCC1C=C(NC(=O)N(CCC2C=CC(C(NC3C=C4C(=CC=3)C(N(C(OC(C)(C)C)=O)C(OC(C)(C)C)=O)=NC=C4)C(O)=O)=CC=2)C)C=CC=1S(CC)(=O)=O.[C:57]([O:61][C:62]([N:64]([C:106]([O:108][C:109]([CH3:112])([CH3:111])[CH3:110])=[O:107])[C:65]1[C:74]2[C:69](=[CH:70][C:71]([NH:75][CH:76]([C:80]3[CH:85]=[CH:84][C:83]([CH2:86][CH2:87][O:88][C:89](=[O:104])[NH:90][C:91]4[CH:96]=[CH:95][C:94]([S:97]([CH2:100][CH3:101])(=[O:99])=[O:98])=[C:93]([C:102]#[N:103])[CH:92]=4)=[C:82]([CH3:105])[CH:81]=3)[C:77]([OH:79])=[O:78])=[CH:72][CH:73]=2)[CH:68]=[CH:67][N:66]=1)=[O:63])([CH3:60])([CH3:59])[CH3:58]. (7) Given the product [CH:1]1([NH:4][C:5](=[O:38])[C:6]2[CH:11]=[CH:10][C:9]([C:12]3[N:16]4[N:17]=[C:18]([O:28][C:29]5[CH:34]=[CH:33][CH:32]=[CH:31][C:30]=5[OH:35])[CH:19]=[C:20]([NH:21][CH2:22][CH2:23][C:24]([F:27])([F:25])[F:26])[C:15]4=[N:14][CH:13]=3)=[CH:8][C:7]=2[CH3:37])[CH2:2][CH2:3]1, predict the reactants needed to synthesize it. The reactants are: [CH:1]1([NH:4][C:5](=[O:38])[C:6]2[CH:11]=[CH:10][C:9]([C:12]3[N:16]4[N:17]=[C:18]([O:28][C:29]5[CH:34]=[CH:33][CH:32]=[CH:31][C:30]=5[O:35]C)[CH:19]=[C:20]([NH:21][CH2:22][CH2:23][C:24]([F:27])([F:26])[F:25])[C:15]4=[N:14][CH:13]=3)=[CH:8][C:7]=2[CH3:37])[CH2:3][CH2:2]1.C[S-].[Na+].CN(C)C=O.[Cl-].[NH4+]. (8) Given the product [CH3:21][C:22]1([CH3:30])[O:26][C@@H:25]([CH2:27][O:28][NH:29][C:5](=[O:7])[C:4]2[CH:8]=[CH:9][C:10]([F:11])=[C:2]([F:1])[C:3]=2[NH:12][C:13]2[CH:18]=[CH:17][C:16]([I:19])=[CH:15][C:14]=2[F:20])[CH2:24][O:23]1, predict the reactants needed to synthesize it. The reactants are: [F:1][C:2]1[C:3]([NH:12][C:13]2[CH:18]=[CH:17][C:16]([I:19])=[CH:15][C:14]=2[F:20])=[C:4]([CH:8]=[CH:9][C:10]=1[F:11])[C:5]([OH:7])=O.[CH3:21][C:22]1([CH3:30])[O:26][C@@H:25]([CH2:27][O:28][NH2:29])[CH2:24][O:23]1.CN1CCOCC1.C1(P(Cl)(C2C=CC=CC=2)=O)C=CC=CC=1. (9) Given the product [CH3:10][S:11][C:12]1[N:17]=[C:16]2[N:18]([C@H:7]([C:1]3[CH:6]=[CH:5][CH:4]=[CH:3][CH:2]=3)[CH3:8])[N:19]=[CH:20][C:15]2=[CH:14][N:13]=1, predict the reactants needed to synthesize it. The reactants are: [C:1]1([C@@H:7](O)[CH3:8])[CH:6]=[CH:5][CH:4]=[CH:3][CH:2]=1.[CH3:10][S:11][C:12]1[N:17]=[C:16]2[NH:18][N:19]=[CH:20][C:15]2=[CH:14][N:13]=1.